Task: Predict the product of the given reaction.. Dataset: Forward reaction prediction with 1.9M reactions from USPTO patents (1976-2016) (1) Given the reactants [C:1]([O:5][C:6](=[O:31])[NH:7][CH:8]([CH2:24][C:25]1[S:26][CH:27]=[CH:28][C:29]=1[F:30])[C:9]([NH:11][C@:12]1([C:21]([NH2:23])=O)[CH2:14][C@@H:13]1[C:15]1[CH:20]=[CH:19][CH:18]=[CH:17][CH:16]=1)=[O:10])([CH3:4])([CH3:3])[CH3:2].CCN(CC)CC.FC(F)(F)C(OC(=O)C(F)(F)F)=O.C(=O)(O)[O-].[Na+], predict the reaction product. The product is: [C:21]([C@@:12]1([NH:11][C:9](=[O:10])[CH:8]([NH:7][C:6](=[O:31])[O:5][C:1]([CH3:2])([CH3:4])[CH3:3])[CH2:24][C:25]2[S:26][CH:27]=[CH:28][C:29]=2[F:30])[CH2:14][C@@H:13]1[C:15]1[CH:20]=[CH:19][CH:18]=[CH:17][CH:16]=1)#[N:23]. (2) Given the reactants [N+:1]([C:4]1[CH:11]=[CH:10][CH:9]=[CH:8][C:5]=1[CH2:6]Br)([O-:3])=[O:2].[C:12]1(=[O:22])[NH:16][C:15](=[O:17])[C:14]2=[CH:18][CH:19]=[CH:20][CH:21]=[C:13]12.CN(C=O)C, predict the reaction product. The product is: [N+:1]([C:4]1[CH:11]=[CH:10][CH:9]=[CH:8][C:5]=1[CH2:6][N:16]1[C:12](=[O:22])[C:13]2[C:14](=[CH:18][CH:19]=[CH:20][CH:21]=2)[C:15]1=[O:17])([O-:3])=[O:2]. (3) Given the reactants C12BC(CCC1)CCC2.Br[C:11]1[N:20]([CH2:21][CH:22]([O:25][Si:26]([C:29]([CH3:32])([CH3:31])[CH3:30])([CH3:28])[CH3:27])[CH:23]=[CH2:24])[C:14]2[N:15]=[CH:16][N:17]=[C:18]([NH2:19])[C:13]=2[C:12]=1[C:33]1[CH:34]=[N:35][C:36]2[C:41]([CH:42]=1)=[CH:40][CH:39]=[CH:38][CH:37]=2.[OH-].[Na+].ClCCl, predict the reaction product. The product is: [Si:26]([O:25][CH:22]1[CH2:23][CH2:24][C:11]2[N:20]([C:14]3[N:15]=[CH:16][N:17]=[C:18]([NH2:19])[C:13]=3[C:12]=2[C:33]2[CH:34]=[N:35][C:36]3[C:41]([CH:42]=2)=[CH:40][CH:39]=[CH:38][CH:37]=3)[CH2:21]1)([C:29]([CH3:32])([CH3:30])[CH3:31])([CH3:27])[CH3:28]. (4) Given the reactants [OH:1][CH2:2][CH2:3][CH2:4][N:5]1[CH2:13][C:12]2[C:7](=[CH:8][CH:9]=[C:10](I)[CH:11]=2)[C:6]1=[O:15].C[O:17][CH:18](OC)[C:19]1[S:20][CH:21]=[CH:22][CH:23]=1, predict the reaction product. The product is: [OH:1][CH2:2][CH2:3][CH2:4][N:5]1[CH2:13][C:12]2[C:7](=[CH:8][CH:9]=[C:10]([C:21]3[S:20][C:19]([CH:18]=[O:17])=[CH:23][CH:22]=3)[CH:11]=2)[C:6]1=[O:15].